This data is from Catalyst prediction with 721,799 reactions and 888 catalyst types from USPTO. The task is: Predict which catalyst facilitates the given reaction. (1) Reactant: [F:1][C:2]1[CH:7]=[CH:6][C:5]([O:8][CH3:9])=[C:4]([N+:10]([O-:12])=[O:11])[CH:3]=1.[Li+].[Cl-].Br[CH2:16][C:17](=[CH2:23])[C:18]([O:20][CH2:21][CH3:22])=[O:19].C([Cu])#N. Product: [F:1][C:2]1[C:3]([CH2:23][C:17](=[CH2:16])[C:18]([O:20][CH2:21][CH3:22])=[O:19])=[C:4]([N+:10]([O-:12])=[O:11])[C:5]([O:8][CH3:9])=[CH:6][CH:7]=1. The catalyst class is: 1. (2) Reactant: [F:1][C:2]1[CH:7]=[CH:6][C:5]([S:8]([N:11]([C:16]2[C:25]([C:26]([O:28][CH3:29])=[O:27])=[C:24]3[C:19]([C@H:20]4[CH2:30][C@H:21]4[CH2:22][O:23]3)=[CH:18][CH:17]=2)[C:12]([O:14][CH3:15])=[O:13])(=[O:10])=[O:9])=[C:4](/[CH:31]=[CH:32]\[CH2:33]OS(C)(=O)=O)[CH:3]=1.C(N(C(C)C)CC)(C)C.[NH:48]1[CH2:52][CH2:51][C@H:50]([CH2:53][OH:54])[CH2:49]1.O. Product: [F:1][C:2]1[CH:7]=[CH:6][C:5]([S:8]([N:11]([C:16]2[C:25]([C:26]([O:28][CH3:29])=[O:27])=[C:24]3[C:19]([C@H:20]4[CH2:30][C@H:21]4[CH2:22][O:23]3)=[CH:18][CH:17]=2)[C:12]([O:14][CH3:15])=[O:13])(=[O:9])=[O:10])=[C:4](/[CH:31]=[CH:32]\[CH2:33][N:48]2[CH2:52][CH2:51][C@H:50]([CH2:53][OH:54])[CH2:49]2)[CH:3]=1. The catalyst class is: 2. (3) Reactant: [O:1]1[CH:5]=[CH:4][CH:3]=[C:2]1[C:6]([N:8]1[C:17]2[C:12](=[CH:13][CH:14]=[CH:15][CH:16]=2)[C@H:11]([NH:18][C:19]2[CH:24]=[CH:23][CH:22]=[CH:21][CH:20]=2)[CH2:10][C@@H:9]1[CH3:25])=[O:7].C(N(C(C)C)CC)(C)C.[C:35](Cl)(=[O:37])[CH3:36].O. Product: [O:1]1[CH:5]=[CH:4][CH:3]=[C:2]1[C:6]([N:8]1[C:17]2[C:12](=[CH:13][CH:14]=[CH:15][CH:16]=2)[C@H:11]([N:18]([C:19]2[CH:24]=[CH:23][CH:22]=[CH:21][CH:20]=2)[C:35](=[O:37])[CH3:36])[CH2:10][C@@H:9]1[CH3:25])=[O:7]. The catalyst class is: 2. (4) Reactant: [C:1]([Mg]Br)([CH3:3])=[CH2:2].[Cl:6][C:7]1[C:12]([Cl:13])=[CH:11][CH:10]=[CH:9][C:8]=1[N+:14]([O-])=O.[NH4+].[Cl-]. Product: [Cl:13][C:12]1[C:7]([Cl:6])=[C:8]2[C:9]([CH:2]=[C:1]([CH3:3])[NH:14]2)=[CH:10][CH:11]=1. The catalyst class is: 116. (5) Reactant: [CH3:1][O:2][N:3]([CH3:14])[C:4]([C@@H:6]1[CH2:9][C@H:8]([CH2:10][C:11](O)=[O:12])[CH2:7]1)=[O:5].B. Product: [CH3:1][O:2][N:3]([CH3:14])[C:4]([C@H:6]1[CH2:9][C@@H:8]([CH2:10][CH2:11][OH:12])[CH2:7]1)=[O:5]. The catalyst class is: 1. (6) Reactant: [F:1][C:2]([F:24])([F:23])[C:3]1[CH:22]=[CH:21][C:6]([CH2:7][N:8]2[C:16]3[C:11](=[CH:12][CH:13]=[CH:14][C:15]=3[C:17](OC)=[O:18])[CH:10]=[CH:9]2)=[CH:5][CH:4]=1.CN(C(ON1N=NC2C=CC=NC1=2)=[N+](C)C)C.F[P-](F)(F)(F)(F)F.[NH2:49][C:50]1([C:53]2[CH:62]=[CH:61][C:56]([C:57]([O:59][CH3:60])=[O:58])=[CH:55][CH:54]=2)[CH2:52][CH2:51]1.CCN(C(C)C)C(C)C.C([O-])(O)=O.[Na+]. Product: [F:23][C:2]([F:1])([F:24])[C:3]1[CH:22]=[CH:21][C:6]([CH2:7][N:8]2[C:16]3[C:11](=[CH:12][CH:13]=[CH:14][C:15]=3[C:17]([NH:49][C:50]3([C:53]4[CH:62]=[CH:61][C:56]([C:57]([O:59][CH3:60])=[O:58])=[CH:55][CH:54]=4)[CH2:52][CH2:51]3)=[O:18])[CH:10]=[CH:9]2)=[CH:5][CH:4]=1. The catalyst class is: 329.